Dataset: Drug-target binding data from BindingDB using Ki measurements. Task: Regression. Given a target protein amino acid sequence and a drug SMILES string, predict the binding affinity score between them. We predict pKi (pKi = -log10(Ki in M); higher means stronger inhibition). Dataset: bindingdb_ki. (1) The small molecule is COc1ccncc1C=O. The target protein sequence is MFPCPKLIFPRLMAFIGLIWMVHSDNSATTNNNTILGNQSLEAIPEQLSELTGITVEESERIMESWLGNRQLDLRTSVLFDQEVLSRLRSLRVALLVVDFQNDFVDGSLKIGDGDAGQEPSSAITPLNELLQLSSWDLVVYTKDWHPHNHISFLSQAHNSDRVMDEKDENKTLGFFDSVQFLKPIKTEQVLYPDHCIQKSWGSDIHPEIYIADNAEYIMKGVDPYLDSYSAFNDNNGRSKTELEDLLRRENIDAVVIAGLAYDICVRFTCLDAVKQNFLAAVIPECSAGLTKKGIEESEMAFKKQGVAMISKDEARGITEGGFLPREWVQRIVKK. The pKi is 5.3. (2) The compound is CCc1ccc2[nH]c(=O)c(CN(CCO)C(=S)Nc3ccccc3C(=O)OC)cc2c1. The target protein sequence is MLYPIITESRQLIDLSGIWKFKLNEGNGLTEELSKAPLEDTIEMAVPSSYNDLVESQEVRDHVGWVWYERNFTIPKTLLNERIVLRFGSATHEAKVYLNGELLVEHKGGFTPFEAEINDLLVSGDNRLTVAVNNIIDETTLPVGLVKEVEIDGKKVIKNSVNFDFFNYAGIHRPVKIYTTPKSYVEDITIVTDFKENNGYVNYEVQAVGKCNIKVTIIDEENNIVAEGEGKEGKLTINNVHLWEPMNAYLYKLKVELLDDEEIIDTYFEEFGVRTVEVKDGKFLINNKPFYFKGFGKHEDSYVNGRGINEAINIKDFNLMKWIGANSFRTSHYPYSEEIMRLADREGIVVIDETPAVGLHLNFMATGFGGDAPKRDTWKEIGTKEAHERILRELVSRDKNHPCVVMWSVANEPDSDSEGAKEYFEPLIKLTKELDPQKRPVTVVTYLMSTPDRCKVGDIVDVLCLNRYYGWYVAGGDLEEAKRMLEDELKGWEERCPKTP.... The pKi is 4.6. (3) The pKi is 7.6. The target protein sequence is PQVTLWQRPLVTIKIGGQLREALLDTGADDTIFEEISLPGRWKPKMIGGIGGFVKVRQYDQIPIEICGHKVIGTVLVGPTPANIIGRNLMTQIGCTLNF. The small molecule is Cc1c(O)cccc1C(=O)N[C@@H](CSc1ccccc1)[C@H](O)CN1C[C@H]2CCCC[C@H]2C[C@H]1C(=O)NC(C)(C)C. (4) The compound is O=C(NCc1ccccc1)C1C(COP(=O)(O)O)C2CCCN2C1c1c(F)c(F)c(F)c(F)c1F. The target protein (Q13526) has sequence MADEEKLPPGWEKRMSRSSGRVYYFNHITNASQWERPSGNSSSGGKNGQGEPARVRCSHLLVKHSQSRRPSSWRQEKITRTKEEALELINGYIQKIKSGEEDFESLASQFSDCSSAKARGDLGAFSRGQMQKPFEDASFALRTGEMSGPVFTDSGIHIILRTE. The pKi is 4.8. (5) The small molecule is COC(=O)C(=O)[C@H](Cc1ccccc1)NC(=O)c1ccc(N=Nc2ccccc2)cc1. The target protein (P00766) has sequence CGVPAIQPVLSGLSRIVNGEEAVPGSWPWQVSLQDKTGFHFCGGSLINENWVVTAAHCGVTTSDVVVAGEFDQGSSSEKIQKLKIAKVFKNSKYNSLTINNDITLLKLSTAASFSQTVSAVCLPSASDDFAAGTTCVTTGWGLTRYTNANTPDRLQQASLPLLSNTNCKKYWGTKIKDAMICAGASGVSSCMGDSGGPLVCKKNGAWTLVGIVSWGSSTCSTSTPGVYARVTALVNWVQQTLAAN. The pKi is 6.9.